From a dataset of CYP2C19 inhibition data for predicting drug metabolism from PubChem BioAssay. Regression/Classification. Given a drug SMILES string, predict its absorption, distribution, metabolism, or excretion properties. Task type varies by dataset: regression for continuous measurements (e.g., permeability, clearance, half-life) or binary classification for categorical outcomes (e.g., BBB penetration, CYP inhibition). Dataset: cyp2c19_veith. (1) The molecule is CN[C@@H]1C[C@H](c2ccc(Cl)c(Cl)c2)c2ccccc21. The result is 1 (inhibitor). (2) The molecule is CN1CCCC2(CCN(S(=O)(=O)c3ccccc3)CC2)C1. The result is 0 (non-inhibitor). (3) The drug is O=C(O)/C=C1\CCCc2ccccc2[C@H]1O. The result is 1 (inhibitor).